Dataset: Forward reaction prediction with 1.9M reactions from USPTO patents (1976-2016). Task: Predict the product of the given reaction. Given the reactants [Br:1][C:2]1[CH:3]=[C:4]2[C:10](N)=[N:9][NH:8][C:5]2=[N:6][CH:7]=1.C(OC(=O)[NH:18][CH2:19][CH:20]=O)(C)(C)C.C(O)(=O)C.C(O[BH-](OC(=O)C)OC(=O)C)(=O)C.[Na+], predict the reaction product. The product is: [Br:1][C:2]1[CH:3]=[C:4]2[C:10]([CH2:20][C:19]#[N:18])=[N:9][NH:8][C:5]2=[N:6][CH:7]=1.